Dataset: Full USPTO retrosynthesis dataset with 1.9M reactions from patents (1976-2016). Task: Predict the reactants needed to synthesize the given product. (1) Given the product [NH:1]1[C:5]2[CH:6]=[CH:7][CH:8]=[CH:9][C:4]=2[N:3]=[C:2]1[C:10]([C:12]1[CH:13]=[CH:14][C:15]([O:16][C:17]2[C:18]([CH:23]3[CH2:28][CH2:27][N:26]([CH3:29])[C:25](=[O:30])[CH2:24]3)=[N:19][CH:20]=[CH:21][N:22]=2)=[CH:31][CH:32]=1)=[O:11], predict the reactants needed to synthesize it. The reactants are: [NH:1]1[C:5]2[CH:6]=[CH:7][CH:8]=[CH:9][C:4]=2[N:3]=[C:2]1[C:10]([C:12]1[CH:32]=[CH:31][C:15]([O:16][C:17]2[C:18]([C:23]3[CH2:28][CH2:27][N:26]([CH3:29])[C:25](=[O:30])[CH:24]=3)=[N:19][CH:20]=[CH:21][N:22]=2)=[CH:14][CH:13]=1)=[O:11]. (2) Given the product [N+:1]([C:4]1[CH:8]=[CH:7][N:6]([CH2:12][CH2:13][CH:14]([CH3:16])[CH3:15])[N:5]=1)([O-:3])=[O:2], predict the reactants needed to synthesize it. The reactants are: [N+:1]([C:4]1[CH:8]=[CH:7][NH:6][N:5]=1)([O-:3])=[O:2].[H-].[Na+].Br[CH2:12][CH2:13][CH:14]([CH3:16])[CH3:15]. (3) Given the product [Cl:1][C:2]1[CH:10]=[C:9]([N:11]2[CH2:12][CH2:13][N:14]([C:17]3[CH:22]=[C:21]([F:23])[CH:20]=[CH:19][C:18]=3[CH3:24])[CH2:15][CH2:16]2)[C:8]([N+:25]([O-:27])=[O:26])=[CH:7][C:3]=1[C:4]([NH:67][CH2:72][CH2:60][CH2:59][N:55]1[CH2:52][CH2:54][CH2:58][C:56]1=[O:35])=[O:6], predict the reactants needed to synthesize it. The reactants are: [Cl:1][C:2]1[CH:10]=[C:9]([N:11]2[CH2:16][CH2:15][N:14]([C:17]3[CH:22]=[C:21]([F:23])[CH:20]=[CH:19][C:18]=3[CH3:24])[CH2:13][CH2:12]2)[C:8]([N+:25]([O-:27])=[O:26])=[CH:7][C:3]=1[C:4]([OH:6])=O.CN(C([O:35]N1N=NC2C=CC=NC1=2)=[N+](C)C)C.F[P-](F)(F)(F)(F)F.[CH:52]([N:55]([CH2:59][CH3:60])[CH:56]([CH3:58])C)([CH3:54])C.C1(C)C=CC=CC=1[N:67]1[CH2:72]CNCC1. (4) Given the product [N:2]1[C:11]2[C:6](=[CH:7][CH:8]=[C:9]3[CH:15]=[CH:14][CH:13]=[CH:12][C:10]3=2)[CH:5]=[CH:4][CH:3]=1.[CH3:3][O:16][C:22]1[CH:23]=[C:24]2[CH:30]=[CH:29][CH:28]=[CH:27][C:25]2=[C:26]2[C:21]=1[CH:20]=[CH:19][CH2:18][N:17]2[CH2:32][CH2:31][CH2:37][S:34]([OH:33])(=[O:36])=[O:35], predict the reactants needed to synthesize it. The reactants are: C[N:2]1[C:11]2[C:6](=[CH:7][CH:8]=[C:9]3[CH:15]=[CH:14][CH:13]=[CH:12][C:10]3=2)[CH:5]=[CH:4][CH:3]1[OH:16].[N:17]1[C:26]2[C:21](=[CH:22][CH:23]=[C:24]3[CH:30]=[CH:29][CH:28]=[CH:27][C:25]3=2)[CH:20]=[CH:19][CH:18]=1.[CH2:31]1[CH2:37][S:34](=[O:36])(=[O:35])[O:33][CH2:32]1. (5) Given the product [NH2:25][C:21]1[C:20](=[O:28])[N:19]([CH:15]([C:3]2[CH:4]=[CH:5][C:6]([N:8]3[CH:13]=[CH:12][CH:11]=[CH:10][C:9]3=[O:14])=[CH:7][C:2]=2[F:1])[C:16]([NH2:18])=[O:17])[CH:24]=[CH:23][CH:22]=1, predict the reactants needed to synthesize it. The reactants are: [F:1][C:2]1[CH:7]=[C:6]([N:8]2[CH:13]=[CH:12][CH:11]=[CH:10][C:9]2=[O:14])[CH:5]=[CH:4][C:3]=1[CH:15]([N:19]1[CH:24]=[CH:23][CH:22]=[C:21]([N+:25]([O-])=O)[C:20]1=[O:28])[C:16]([NH2:18])=[O:17]. (6) The reactants are: C([N:8]1[CH2:12][CH2:11][C:10]([C:14]2[CH:19]=[CH:18][CH:17]=[C:16]([F:20])[C:15]=2[F:21])([F:13])[CH2:9]1)C1C=CC=CC=1.ClC(OC(Cl)=O)C.CO. Given the product [F:21][C:15]1[C:16]([F:20])=[CH:17][CH:18]=[CH:19][C:14]=1[C:10]1([F:13])[CH2:11][CH2:12][NH:8][CH2:9]1, predict the reactants needed to synthesize it. (7) Given the product [CH3:21][O:22][CH2:23][CH2:24][CH:4]([C:3]([O:9][C:10]([CH3:20])([CH3:19])[CH3:11])=[O:8])[C:5]([O:7][CH2:27][C:28]1[CH:33]=[CH:32][CH:31]=[CH:30][CH:29]=1)=[O:6], predict the reactants needed to synthesize it. The reactants are: [H-].[Na+].[C:3]([O:9][C:10]([CH3:20])([CH3:19])[CH2:11]CC1C=CC=CC=1)(=[O:8])[CH2:4][C:5]([O-:7])=[O:6].[CH3:21][O:22][CH2:23][CH2:24]Br.O.[CH3:27][CH2:28][CH2:29][CH2:30][CH2:31][CH2:32][CH3:33].